This data is from Reaction yield outcomes from USPTO patents with 853,638 reactions. The task is: Predict the reaction yield, written as a fraction of the theoretical maximum amount of product (1.0 means a 100% yield; for example, 0.34 means a 34% yield). (1) The reactants are [CH3:1][C:2]1[CH:3]=[C:4]([SH:8])[CH:5]=[CH:6][CH:7]=1.[CH3:9][CH:10]([CH:13]=[CH2:14])[CH2:11]O.C1(P(C2C=CC=CC=2)C2C=CC=CC=2)C=CC=CC=1.N(C(OCC)=O)=NC(OCC)=O. The catalyst is ClCCl. The product is [CH3:1][C:2]1[CH:7]=[CH:6][CH:5]=[C:4]([S:8][CH2:9][CH:10]([CH3:11])[CH:13]=[CH2:14])[CH:3]=1. The yield is 0.200. (2) The reactants are Br[CH2:2][C:3]1[CH:8]=[C:7]([F:9])[C:6]([CH:10]([CH3:15])[C:11]([O:13]C)=[O:12])=[C:5]([F:16])[CH:4]=1.[O:17]=[C:18]1[CH2:22][CH2:21][CH2:20][CH:19]1C(OC)=O.C(=O)([O-])[O-].[K+].[K+]. The catalyst is CC(C)=O. The product is [F:9][C:7]1[CH:8]=[C:3]([CH2:2][CH:19]2[CH2:20][CH2:21][CH2:22][C:18]2=[O:17])[CH:4]=[C:5]([F:16])[C:6]=1[CH:10]([CH3:15])[C:11]([OH:13])=[O:12]. The yield is 0.640. (3) The reactants are [Cl:1][C:2]1[CH:24]=[C:23]([Cl:25])[CH:22]=[CH:21][C:3]=1[CH2:4][N:5]1[C:13]2[C:8](=[CH:9][C:10]([F:19])=[CH:11][C:12]=2/[CH:14]=[CH:15]/[C:16](O)=[O:17])[C:7]([CH3:20])=[CH:6]1.CCN=C=NCCCN(C)C.C1C=C2N=NN(O)C2=CC=1.O.C(N(C(C)C)CC)(C)C.Cl[C:58]1([S:64]([NH2:67])(=[O:66])=[O:65])[CH2:62][C:61]([Cl:63])=[CH:60][S:59]1.[ClH:68]. The catalyst is ClCCl.O. The product is [Cl:1][C:2]1[CH:24]=[C:23]([Cl:25])[CH:22]=[CH:21][C:3]=1[CH2:4][N:5]1[C:13]2[C:8](=[CH:9][C:10]([F:19])=[CH:11][C:12]=2/[CH:14]=[CH:15]/[C:16]([NH:67][S:64]([C:58]2[S:59][C:60]([Cl:68])=[C:61]([Cl:63])[CH:62]=2)(=[O:66])=[O:65])=[O:17])[C:7]([CH3:20])=[CH:6]1. The yield is 0.600. (4) The reactants are [CH3:1][O:2][C:3]([C@@H:5]([N:13]1[CH2:21][C:17]2[CH:18]=[CH:19][S:20][C:16]=2[CH2:15][CH2:14]1)[C:6]1[CH:7]=[CH:8][CH:9]=[CH:10][C:11]=1[Cl:12])=[O:4].[S:22](=[O:26])(=[O:25])([OH:24])[OH:23]. The catalyst is CC(C)=O. The product is [CH3:1][O:2][C:3]([C@@H:5]([N:13]1[CH2:21][C:17]2[CH:18]=[CH:19][S:20][C:16]=2[CH2:15][CH2:14]1)[C:6]1[C:11]([Cl:12])=[CH:10][CH:9]=[CH:8][CH:7]=1)=[O:4].[OH:25][S:22]([OH:26])(=[O:24])=[O:23]. The yield is 0.820. (5) The reactants are [Br:1][C:2]1[CH:3]=[C:4]([CH:6]=[CH:7][CH:8]=1)[NH2:5].C(N(CC)CC)C.[C:16](O[C:16]([O:18][C:19]([CH3:22])([CH3:21])[CH3:20])=[O:17])([O:18][C:19]([CH3:22])([CH3:21])[CH3:20])=[O:17]. The catalyst is ClCCl. The product is [Br:1][C:2]1[CH:3]=[C:4]([NH:5][C:16](=[O:17])[O:18][C:19]([CH3:22])([CH3:21])[CH3:20])[CH:6]=[CH:7][CH:8]=1. The yield is 0.880.